Task: Predict the product of the given reaction.. Dataset: Forward reaction prediction with 1.9M reactions from USPTO patents (1976-2016) (1) Given the reactants [NH2:1][C:2]1[CH:3]=[CH:4][C:5](Br)=[C:6]2[C:10]=1[C:9](=[O:11])[N:8]([CH3:12])[CH2:7]2.[O:14]1[CH2:19][CH2:18][CH2:17][CH2:16][CH:15]1[O:20][CH2:21][CH2:22][N:23]1[CH:27]=[C:26](B2OC(C)(C)C(C)(C)O2)[CH:25]=[N:24]1.ClCCl.C(=O)([O-])[O-].[K+].[K+].O, predict the reaction product. The product is: [NH2:1][C:2]1[CH:3]=[CH:4][C:5]([C:26]2[CH:25]=[N:24][N:23]([CH2:22][CH2:21][O:20][CH:15]3[CH2:16][CH2:17][CH2:18][CH2:19][O:14]3)[CH:27]=2)=[C:6]2[C:10]=1[C:9](=[O:11])[N:8]([CH3:12])[CH2:7]2. (2) Given the reactants [NH2:1][C@@H:2]([CH3:35])[C:3]([NH:5][C:6]1[CH:7]=[C:8]2[C:13](=[CH:14][C:15]=1OCC)[N:12]=[CH:11][N:10]=[C:9]2[NH:19][C:20]1[CH:25]=[CH:24][C:23]([O:26][CH2:27][C:28]2[CH:33]=[CH:32][CH:31]=[CH:30][N:29]=2)=[C:22]([Cl:34])[CH:21]=1)=[O:4].[C:36](Cl)(=[O:39])[CH:37]=[CH2:38].[C:41](=O)(O)[O-:42].[Na+], predict the reaction product. The product is: [Cl:34][C:22]1[CH:21]=[C:20]([NH:19][C:9]2[C:8]3[C:13](=[CH:14][C:15]([O:42][CH3:41])=[C:6]([NH:5][C:3]([C@@H:2]([NH:1][C:36](=[O:39])[CH:37]=[CH2:38])[CH3:35])=[O:4])[CH:7]=3)[N:12]=[CH:11][N:10]=2)[CH:25]=[CH:24][C:23]=1[O:26][CH2:27][C:28]1[CH:33]=[CH:32][CH:31]=[CH:30][N:29]=1. (3) Given the reactants [C:1]1([CH2:7][C:8]([C:23]2[CH:28]=[CH:27][CH:26]=[C:25]([O:29][C:30]([F:33])([F:32])[F:31])[CH:24]=2)([C:12]2[CH:17]=[CH:16][CH:15]=[C:14]([O:18][C:19]([F:22])([F:21])[F:20])[CH:13]=2)C(O)=O)[CH:6]=[CH:5][CH:4]=[CH:3][CH:2]=1.C([N:36](CC)CC)C.C1(P(N=[N+]=[N-])(C2C=CC=CC=2)=O)C=CC=CC=1.[CH3:58][Si:59]([CH:62](O)[CH3:63])([CH3:61])[CH3:60].CC[O:67][C:68](C)=[O:69], predict the reaction product. The product is: [C:1]1([CH2:7][C:8]([NH:36][C:68](=[O:69])[O:67][CH2:63][CH2:62][Si:59]([CH3:61])([CH3:60])[CH3:58])([C:12]2[CH:17]=[CH:16][CH:15]=[C:14]([O:18][C:19]([F:22])([F:21])[F:20])[CH:13]=2)[C:23]2[CH:28]=[CH:27][CH:26]=[C:25]([O:29][C:30]([F:32])([F:33])[F:31])[CH:24]=2)[CH:2]=[CH:3][CH:4]=[CH:5][CH:6]=1.